From a dataset of Full USPTO retrosynthesis dataset with 1.9M reactions from patents (1976-2016). Predict the reactants needed to synthesize the given product. (1) The reactants are: F[C:2]1[C:23]([C:24]2[NH:28][C:27]([CH3:29])=[N:26][N:25]=2)=[CH:22][C:5]([C:6]([N:8]2[CH2:13][CH2:12][CH:11]([C:14]3[CH:21]=[CH:20][C:17]([C:18]#[N:19])=[CH:16][CH:15]=3)[CH2:10][CH2:9]2)=[O:7])=[C:4]([CH3:30])[CH:3]=1.CC1NC(C2C=C(C=CC=2F)C([N:43]2[CH2:48][CH2:47][CH:46](C3C=CC(C#N)=CC=3)[CH2:45][CH2:44]2)=O)=C(C)N=1.N1CCCCC1. Given the product [CH3:30][C:4]1[CH:3]=[C:2]([N:43]2[CH2:48][CH2:47][CH2:46][CH2:45][CH2:44]2)[C:23]([C:24]2[NH:28][C:27]([CH3:29])=[N:26][N:25]=2)=[CH:22][C:5]=1[C:6]([N:8]1[CH2:9][CH2:10][CH:11]([C:14]2[CH:21]=[CH:20][C:17]([C:18]#[N:19])=[CH:16][CH:15]=2)[CH2:12][CH2:13]1)=[O:7], predict the reactants needed to synthesize it. (2) Given the product [F:1][C:2]1[CH:43]=[CH:42][CH:41]=[CH:40][C:3]=1[CH2:4][N:5]1[C:9](=[O:10])[N:8]([CH2:11][C:12]2[CH:17]=[CH:16][C:15]([CH3:18])=[CH:14][CH:13]=2)[N:7]=[C:6]1[CH2:19][OH:20], predict the reactants needed to synthesize it. The reactants are: [F:1][C:2]1[CH:43]=[CH:42][CH:41]=[CH:40][C:3]=1[CH2:4][N:5]1[C:9](=[O:10])[N:8]([CH2:11][C:12]2[CH:17]=[CH:16][C:15]([CH3:18])=[CH:14][CH:13]=2)[N:7]=[C:6]1[CH2:19][O:20]C(C1C=CC=CC=1)(C1C=CC=CC=1)C1C=CC=CC=1.C(O)(C(F)(F)F)=O. (3) Given the product [CH3:1][O:2][C:3]([C:5]1[S:17][C:8]2[C:9]3[CH:10]=[CH:11][CH:12]=[C:13]([NH:16][CH:25]4[CH2:30][CH2:29][CH2:28][CH2:27][CH2:26]4)[C:14]=3[S:15][C:7]=2[C:6]=1[O:18][CH2:19][C:20]([O:22][CH2:23][CH3:24])=[O:21])=[O:4], predict the reactants needed to synthesize it. The reactants are: [CH3:1][O:2][C:3]([C:5]1[S:17][C:8]2[C:9]3[CH:10]=[CH:11][CH:12]=[C:13]([NH2:16])[C:14]=3[S:15][C:7]=2[C:6]=1[O:18][CH2:19][C:20]([O:22][CH2:23][CH3:24])=[O:21])=[O:4].[C:25]1(=O)[CH2:30][CH2:29][CH2:28][CH2:27][CH2:26]1.CC(O)=O. (4) Given the product [OH:12][N:11]=[C:7]([C:6]1[CH:9]=[CH:10][C:3]([CH2:2][OH:1])=[CH:4][CH:5]=1)[NH2:8], predict the reactants needed to synthesize it. The reactants are: [OH:1][CH2:2][C:3]1[CH:10]=[CH:9][C:6]([C:7]#[N:8])=[CH:5][CH:4]=1.[NH2:11][OH:12]. (5) Given the product [Cl:16][C:10]1[CH:11]=[C:12]([F:15])[CH:13]=[CH:14][C:9]=1[S:6]([NH:5][CH2:4][C@H:3]([OH:17])[CH2:2][NH:1][C:35]([C@@H:30]([NH:29][C:27]([C:19]1[S:18][C:22]2[CH:23]=[CH:24][CH:25]=[CH:26][C:21]=2[CH:20]=1)=[O:28])[CH2:31][CH:32]([CH3:34])[CH3:33])=[O:36])(=[O:7])=[O:8], predict the reactants needed to synthesize it. The reactants are: [NH2:1][CH2:2][C@@H:3]([OH:17])[CH2:4][NH:5][S:6]([C:9]1[CH:14]=[CH:13][C:12]([F:15])=[CH:11][C:10]=1[Cl:16])(=[O:8])=[O:7].[S:18]1[C:22]2[CH:23]=[CH:24][CH:25]=[CH:26][C:21]=2[CH:20]=[C:19]1[C:27]([NH:29][C@H:30]([C:35](O)=[O:36])[CH2:31][CH:32]([CH3:34])[CH3:33])=[O:28].CN1CCOCC1.CCN=C=NCCCN(C)C.Cl.